Dataset: NCI-60 drug combinations with 297,098 pairs across 59 cell lines. Task: Regression. Given two drug SMILES strings and cell line genomic features, predict the synergy score measuring deviation from expected non-interaction effect. (1) Drug 1: CN(CC1=CN=C2C(=N1)C(=NC(=N2)N)N)C3=CC=C(C=C3)C(=O)NC(CCC(=O)O)C(=O)O. Drug 2: C1=CN(C(=O)N=C1N)C2C(C(C(O2)CO)O)O.Cl. Cell line: HS 578T. Synergy scores: CSS=12.9, Synergy_ZIP=-12.1, Synergy_Bliss=-20.7, Synergy_Loewe=-29.8, Synergy_HSA=-16.1. (2) Drug 1: CCC1=CC2CC(C3=C(CN(C2)C1)C4=CC=CC=C4N3)(C5=C(C=C6C(=C5)C78CCN9C7C(C=CC9)(C(C(C8N6C)(C(=O)OC)O)OC(=O)C)CC)OC)C(=O)OC.C(C(C(=O)O)O)(C(=O)O)O. Drug 2: CN(C(=O)NC(C=O)C(C(C(CO)O)O)O)N=O. Cell line: HOP-92. Synergy scores: CSS=32.1, Synergy_ZIP=0.332, Synergy_Bliss=0.599, Synergy_Loewe=-33.0, Synergy_HSA=2.47. (3) Drug 1: CC1=C(C(=CC=C1)Cl)NC(=O)C2=CN=C(S2)NC3=CC(=NC(=N3)C)N4CCN(CC4)CCO. Drug 2: C1CC(=O)NC(=O)C1N2C(=O)C3=CC=CC=C3C2=O. Cell line: NCIH23. Synergy scores: CSS=11.3, Synergy_ZIP=3.82, Synergy_Bliss=1.97, Synergy_Loewe=-3.85, Synergy_HSA=2.77. (4) Drug 1: CC1=C(C=C(C=C1)NC2=NC=CC(=N2)N(C)C3=CC4=NN(C(=C4C=C3)C)C)S(=O)(=O)N.Cl. Drug 2: CN1CCC(CC1)COC2=C(C=C3C(=C2)N=CN=C3NC4=C(C=C(C=C4)Br)F)OC. Cell line: MALME-3M. Synergy scores: CSS=8.01, Synergy_ZIP=-1.24, Synergy_Bliss=3.68, Synergy_Loewe=3.23, Synergy_HSA=3.31. (5) Cell line: HL-60(TB). Synergy scores: CSS=50.5, Synergy_ZIP=-5.25, Synergy_Bliss=-11.3, Synergy_Loewe=-21.9, Synergy_HSA=-12.9. Drug 2: CC(C)NC(=O)C1=CC=C(C=C1)CNNC.Cl. Drug 1: C1=CC(=CC=C1CCCC(=O)O)N(CCCl)CCCl. (6) Drug 1: CNC(=O)C1=CC=CC=C1SC2=CC3=C(C=C2)C(=NN3)C=CC4=CC=CC=N4. Drug 2: CC1OCC2C(O1)C(C(C(O2)OC3C4COC(=O)C4C(C5=CC6=C(C=C35)OCO6)C7=CC(=C(C(=C7)OC)O)OC)O)O. Cell line: HOP-92. Synergy scores: CSS=41.8, Synergy_ZIP=1.54, Synergy_Bliss=-0.957, Synergy_Loewe=-6.80, Synergy_HSA=-1.34.